From a dataset of Forward reaction prediction with 1.9M reactions from USPTO patents (1976-2016). Predict the product of the given reaction. (1) Given the reactants Cl.[NH2:2][CH2:3][C:4]1[CH:12]=[CH:11][CH:10]=[C:9]2[C:5]=1[C:6](=[O:22])[N:7]([CH:14]1[CH2:19][CH2:18][C:17](=[O:20])[NH:16][C:15]1=[O:21])[C:8]2=[O:13].[Cl:23][C:24]1[CH:25]=[C:26]([N:31]=[C:32]=[O:33])[CH:27]=[CH:28][C:29]=1[Cl:30].C(N(C(C)C)CC)(C)C, predict the reaction product. The product is: [Cl:23][C:24]1[CH:25]=[C:26]([NH:31][C:32]([NH:2][CH2:3][C:4]2[CH:12]=[CH:11][CH:10]=[C:9]3[C:5]=2[C:6](=[O:22])[N:7]([CH:14]2[CH2:19][CH2:18][C:17](=[O:20])[NH:16][C:15]2=[O:21])[C:8]3=[O:13])=[O:33])[CH:27]=[CH:28][C:29]=1[Cl:30]. (2) Given the reactants [CH3:1][C@H:2]1[CH2:10][C:9]2[C:4](=[CH:5][CH:6]=[CH:7][CH:8]=2)[NH:3]1.[CH:11]1([N:18]=[C:19]=[O:20])[CH2:17][CH2:16][CH2:15][CH2:14][CH2:13][CH2:12]1, predict the reaction product. The product is: [CH:11]1([NH:18][C:19]([N:3]2[C:4]3[C:9](=[CH:8][CH:7]=[CH:6][CH:5]=3)[CH2:10][C@@H:2]2[CH3:1])=[O:20])[CH2:17][CH2:16][CH2:15][CH2:14][CH2:13][CH2:12]1. (3) Given the reactants C([N:4]1[C:13]([C:14]#[N:15])=[C:12]([C:16]2[CH:21]=[CH:20][CH:19]=[C:18]([F:22])[CH:17]=2)[C:11]2[C:6](=[CH:7][CH:8]=[C:9]([O:23][CH:24]([F:26])[F:25])[CH:10]=2)[C:5]1=[O:27])C=C.C(N(CC)CC)C.C(O)=O, predict the reaction product. The product is: [F:26][CH:24]([F:25])[O:23][C:9]1[CH:10]=[C:11]2[C:6](=[CH:7][CH:8]=1)[C:5](=[O:27])[NH:4][C:13]([C:14]#[N:15])=[C:12]2[C:16]1[CH:21]=[CH:20][CH:19]=[C:18]([F:22])[CH:17]=1.